Dataset: Catalyst prediction with 721,799 reactions and 888 catalyst types from USPTO. Task: Predict which catalyst facilitates the given reaction. (1) Reactant: [OH:1][C:2]1[CH:3]=[N:4][CH:5]=[CH:6][CH:7]=1.[H-].[Na+].Cl[C:11]1[N:16]=[C:15]([C:17]2[C:25]3[C:20](=[CH:21][CH:22]=[C:23]([C:26]4[C:31]([F:32])=[CH:30][CH:29]=[CH:28][C:27]=4[F:33])[CH:24]=3)[N:19]([CH:34]3[CH2:39][CH2:38][CH2:37][CH2:36][O:35]3)[N:18]=2)[CH:14]=[N:13][CH:12]=1. Product: [F:33][C:27]1[CH:28]=[CH:29][CH:30]=[C:31]([F:32])[C:26]=1[C:23]1[CH:24]=[C:25]2[C:20](=[CH:21][CH:22]=1)[N:19]([CH:34]1[CH2:39][CH2:38][CH2:37][CH2:36][O:35]1)[N:18]=[C:17]2[C:15]1[CH:14]=[N:13][CH:12]=[C:11]([O:1][C:2]2[CH:3]=[N:4][CH:5]=[CH:6][CH:7]=2)[N:16]=1. The catalyst class is: 3. (2) Reactant: [NH2:1][C:2]1[CH:21]=[CH:20][C:5]([CH2:6][CH:7]([P:14](=[O:19])([O:17][CH3:18])[O:15][CH3:16])[P:8](=[O:13])([O:11][CH3:12])[O:9][CH3:10])=[CH:4][CH:3]=1.N1C=CC=CC=1.[Br:28][CH2:29][C:30](Br)=[O:31]. Product: [Br:28][CH2:29][C:30]([NH:1][C:2]1[CH:3]=[CH:4][C:5]([CH2:6][CH:7]([P:14](=[O:19])([O:17][CH3:18])[O:15][CH3:16])[P:8](=[O:13])([O:11][CH3:12])[O:9][CH3:10])=[CH:20][CH:21]=1)=[O:31]. The catalyst class is: 2. (3) Reactant: [CH2:1]([N:7]1[CH2:12][CH:11]2[CH:9]([C:10]2([CH3:25])[C:13]2[CH:18]=[CH:17][CH:16]=[C:15]([C:19]3[CH:24]=[CH:23][CH:22]=[CH:21][N:20]=3)[CH:14]=2)[C:8]1=O)[CH2:2][CH2:3][CH2:4][CH2:5][CH3:6].[H-].[Al+3].[Li+].[H-].[H-].[H-]. Product: [CH2:1]([N:7]1[CH2:12][CH:11]2[CH:9]([C:10]2([CH3:25])[C:13]2[CH:18]=[CH:17][CH:16]=[C:15]([C:19]3[CH:24]=[CH:23][CH:22]=[CH:21][N:20]=3)[CH:14]=2)[CH2:8]1)[CH2:2][CH2:3][CH2:4][CH2:5][CH3:6]. The catalyst class is: 7. (4) Reactant: Br[C:2]1[CH:3]=[CH:4][C:5]([Cl:8])=[N:6][CH:7]=1.C([Li])CCC.[CH:14](N1CCCCC1)=[O:15]. Product: [Cl:8][C:5]1[CH:4]=[CH:3][C:2]([CH:14]=[O:15])=[CH:7][N:6]=1. The catalyst class is: 27.